Dataset: Full USPTO retrosynthesis dataset with 1.9M reactions from patents (1976-2016). Task: Predict the reactants needed to synthesize the given product. (1) Given the product [C:1](#[N:10])[CH2:2][CH2:3][CH2:4][CH2:5]/[CH:6]=[CH:7]\[CH2:8][CH3:9], predict the reactants needed to synthesize it. The reactants are: [CH:1](=[N:10]O)[CH2:2][CH2:3][CH2:4][CH2:5]/[CH:6]=[CH:7]\[CH2:8][CH3:9].[O-]P([O-])([O-])=O.[K+].[K+].[K+]. (2) Given the product [Br:1][C:2]1[C:6]2[N:7]=[C:8]([C:15]3[C:16]([F:22])=[CH:17][CH:18]=[CH:19][C:20]=3[F:21])[C:9]3[CH:10]=[CH:11][CH:12]=[CH:13][C:14]=3[C:5]=2[N:4]([CH2:28][O:27][CH2:26][CH2:25][Si:24]([CH3:31])([CH3:30])[CH3:23])[N:3]=1, predict the reactants needed to synthesize it. The reactants are: [Br:1][C:2]1[C:6]2[N:7]=[C:8]([C:15]3[C:20]([F:21])=[CH:19][CH:18]=[CH:17][C:16]=3[F:22])[C:9]3[CH:10]=[CH:11][CH:12]=[CH:13][C:14]=3[C:5]=2[NH:4][N:3]=1.[CH3:23][Si:24]([CH3:31])([CH3:30])[CH2:25][CH2:26][O:27][CH2:28]Cl. (3) Given the product [CH3:1][O:2][C:3]1[CH:10]=[CH:9][C:6]([CH2:7][P:11](=[O:18])([O:15][CH2:16][CH3:17])[O:12][CH2:13][CH3:14])=[CH:5][CH:4]=1, predict the reactants needed to synthesize it. The reactants are: [CH3:1][O:2][C:3]1[CH:10]=[CH:9][C:6]([CH2:7]Cl)=[CH:5][CH:4]=1.[P:11]([O:18]CC)([O:15][CH2:16][CH3:17])[O:12][CH2:13][CH3:14].